Dataset: Reaction yield outcomes from USPTO patents with 853,638 reactions. Task: Predict the reaction yield, written as a fraction of the theoretical maximum amount of product (1.0 means a 100% yield; for example, 0.34 means a 34% yield). The yield is 0.600. The product is [C:27]([O:26][P:20]([O:16][CH2:15][CH2:14][N:3]([CH2:1][CH3:2])[C:4](=[O:13])[O:5][CH2:6][C:7]1[CH:12]=[CH:11][CH:10]=[CH:9][CH:8]=1)([O:21][C:22]([CH3:23])([CH3:24])[CH3:25])=[O:46])([CH3:28])([CH3:29])[CH3:30]. The reactants are [CH2:1]([N:3]([CH2:14][CH2:15][OH:16])[C:4](=[O:13])[O:5][CH2:6][C:7]1[CH:12]=[CH:11][CH:10]=[CH:9][CH:8]=1)[CH3:2].C(N(CC)[P:20]([O:26][C:27]([CH3:30])([CH3:29])[CH3:28])[O:21][C:22]([CH3:25])([CH3:24])[CH3:23])C.N1C=NN=N1.C1C=C(Cl)C=C(C(OO)=[O:46])C=1.S(=O)(O)[O-].[Na+]. The catalyst is C1COCC1.